Dataset: Reaction yield outcomes from USPTO patents with 853,638 reactions. Task: Predict the reaction yield, written as a fraction of the theoretical maximum amount of product (1.0 means a 100% yield; for example, 0.34 means a 34% yield). (1) The reactants are C(O/[CH:4]=[CH:5]/[C:6](=O)[C:7]([F:13])([F:12])[C:8]([F:11])([F:10])[F:9])C.[CH3:15][S:16][CH:17]([CH3:25])/[CH:18]=[CH:19]/[N:20]1CCCC1.C([O-])(=O)C.[NH4+].O. The catalyst is C(OCC)C. The product is [CH3:15][S:16][CH:17]([C:18]1[CH:4]=[CH:5][C:6]([C:7]([F:12])([F:13])[C:8]([F:9])([F:10])[F:11])=[N:20][CH:19]=1)[CH3:25]. The yield is 0.120. (2) The reactants are [Na+].[I-:2].ClN1C(=O)CCC1=O.[CH2:11]([O:13][C:14]([C:16]1[NH:17][C:18]2[C:23]([CH:24]=1)=[CH:22][C:21]([C:25]1[CH:30]=[CH:29][C:28]([C:31]([F:34])([F:33])[F:32])=[CH:27][CH:26]=1)=[CH:20][CH:19]=2)=[O:15])[CH3:12].[O-]S([O-])(=S)=O.[Na+].[Na+]. The catalyst is CC(C)=O. The product is [CH2:11]([O:13][C:14]([C:16]1[NH:17][C:18]2[C:23]([C:24]=1[I:2])=[CH:22][C:21]([C:25]1[CH:30]=[CH:29][C:28]([C:31]([F:34])([F:32])[F:33])=[CH:27][CH:26]=1)=[CH:20][CH:19]=2)=[O:15])[CH3:12]. The yield is 0.930. (3) The reactants are [O:1]1[CH2:6][CH2:5][CH:4]([NH:7][C:8]2[C:9]3[N:10]([CH:16]=[CH:17][CH:18]=3)[N:11]=[CH:12][C:13]=2[C:14]#[N:15])[CH2:3][CH2:2]1.[OH-:19].[NH4+].OO. The catalyst is C(O)C. The product is [O:1]1[CH2:6][CH2:5][CH:4]([NH:7][C:8]2[C:9]3[N:10]([CH:16]=[CH:17][CH:18]=3)[N:11]=[CH:12][C:13]=2[C:14]([NH2:15])=[O:19])[CH2:3][CH2:2]1. The yield is 0.610. (4) The reactants are [CH2:1]([O:3][C:4]([C:6]1[CH2:11][CH2:10][C:9]([S:12][CH2:13][CH2:14][C:15]([OH:17])=O)=[CH:8][C:7]=1[CH3:18])=[O:5])[CH3:2].CS(O)(=O)=O.FC(F)(F)C(OC(=O)C(F)(F)F)=O. The catalyst is C1(C)C=CC=CC=1. The product is [CH3:18][C:7]1[C:8]2[C:15](=[O:17])[CH2:14][CH2:13][S:12][C:9]=2[CH2:10][CH2:11][C:6]=1[C:4]([O:3][CH2:1][CH3:2])=[O:5]. The yield is 0.795. (5) The product is [CH3:1][N:2]([CH3:20])[C:3]([C:5]1[N:14]([CH:15]2[CH2:19][CH2:18][CH2:17][CH2:16]2)[C:8]2[N:9]=[C:10]([NH:21][C:22]3[CH:23]=[CH:24][C:25]([C:28](=[O:29])[NH:30][CH:31]4[CH2:36][CH2:35][NH:34][CH2:33][CH2:32]4)=[CH:26][N:27]=3)[N:11]=[CH:12][C:7]=2[CH:6]=1)=[O:4]. The reactants are [CH3:1][N:2]([CH3:20])[C:3]([C:5]1[N:14]([CH:15]2[CH2:19][CH2:18][CH2:17][CH2:16]2)[C:8]2[N:9]=[C:10](Cl)[N:11]=[CH:12][C:7]=2[CH:6]=1)=[O:4].[NH2:21][C:22]1[N:27]=[CH:26][C:25]([C:28]([NH:30][CH:31]2[CH2:36][CH2:35][N:34](C(O)=O)[CH2:33][CH2:32]2)=[O:29])=[CH:24][CH:23]=1.CCCC[N+](CCCC)(CCCC)CCCC.[F-]. The catalyst is C1COCC1. The yield is 0.720. (6) The reactants are [CH3:1][O:2][C:3]1[C:11]([O:12][CH2:13][C:14]2[CH:19]=[CH:18][CH:17]=[CH:16][CH:15]=2)=[CH:10][C:6]([C:7]([NH2:9])=[O:8])=[C:5]([N+:20]([O-])=O)[CH:4]=1. The catalyst is C(O)(=O)C.CO.[Fe]. The product is [CH3:1][O:2][C:3]1[C:11]([O:12][CH2:13][C:14]2[CH:19]=[CH:18][CH:17]=[CH:16][CH:15]=2)=[CH:10][C:6]([C:7]([NH2:9])=[O:8])=[C:5]([NH2:20])[CH:4]=1. The yield is 0.870.